Dataset: Full USPTO retrosynthesis dataset with 1.9M reactions from patents (1976-2016). Task: Predict the reactants needed to synthesize the given product. (1) Given the product [C:26]1([C:23](=[O:22])[C:24]([C:18]2[CH:9]=[CH:10][C:11]3[CH2:12][CH2:13][CH2:14][CH2:15][C:16]=3[CH:17]=2)=[O:34])[CH:27]=[CH:28][CH:29]=[CH:30][CH:31]=1, predict the reactants needed to synthesize it. The reactants are: C1(C#C[C:9]2[CH:10]=[C:11]3[C:16](=[CH:17][CH:18]=2)[CH2:15][CH2:14][CH2:13][CH2:12]3)C=CC=CC=1.C([O:22][CH2:23][CH3:24])(=O)C.C[CH2:26][CH2:27][CH2:28][CH2:29][CH2:30][CH3:31].CS(C)=[O:34]. (2) The reactants are: [OH:1][C:2]1[CH:7]=[CH:6][C:5]([CH2:8][C:9]([OH:11])=[O:10])=[CH:4][C:3]=1[O:12][C:13]1[CH:18]=[CH:17][C:16]([C:19]([F:22])([F:21])[F:20])=[CH:15][C:14]=1[CH2:23][N:24]1[C@H:28]([CH3:29])[C@H:27]([C:30]2[CH:35]=[CH:34][CH:33]=[CH:32][CH:31]=2)[O:26][C:25]1=[O:36].Cl.[CH3:38]O. Given the product [CH3:38][O:10][C:9](=[O:11])[CH2:8][C:5]1[CH:6]=[CH:7][C:2]([OH:1])=[C:3]([O:12][C:13]2[CH:18]=[CH:17][C:16]([C:19]([F:20])([F:21])[F:22])=[CH:15][C:14]=2[CH2:23][N:24]2[C@H:28]([CH3:29])[C@H:27]([C:30]3[CH:35]=[CH:34][CH:33]=[CH:32][CH:31]=3)[O:26][C:25]2=[O:36])[CH:4]=1, predict the reactants needed to synthesize it. (3) Given the product [C:1]1([N:7]2[CH:11]=[CH:10][C:9]([NH2:12])=[N:8]2)[CH:2]=[CH:3][CH:4]=[CH:5][CH:6]=1, predict the reactants needed to synthesize it. The reactants are: [C:1]1([N:7]2[CH2:11][CH:10]=[C:9]([NH2:12])[NH:8]2)[CH:6]=[CH:5][CH:4]=[CH:3][CH:2]=1.ClC1C(=O)C(C#N)=C(C#N)C(=O)C=1Cl. (4) Given the product [Cl:1][C:2]1[C:14]2[C:13]3[CH2:12][CH:11]([C:15]([N:22]4[CH2:23][CH2:24][N:19]([CH3:18])[CH2:20][CH2:21]4)=[O:17])[CH2:10][CH2:9][C:8]=3[NH:7][C:6]=2[N:5]=[CH:4][N:3]=1, predict the reactants needed to synthesize it. The reactants are: [Cl:1][C:2]1[C:14]2[C:13]3[CH2:12][CH:11]([C:15]([OH:17])=O)[CH2:10][CH2:9][C:8]=3[NH:7][C:6]=2[N:5]=[CH:4][N:3]=1.[CH3:18][N:19]1[CH2:24][CH2:23][NH:22][CH2:21][CH2:20]1. (5) The reactants are: [C:1]([O:5][C:6]([NH:8][CH:9]([C:29]([CH3:32])([CH3:31])[CH3:30])[C:10]([N:12]1[CH2:16][CH:15]([OH:17])[CH2:14][CH:13]1[C:18]([NH:20][C:21]1([C:26]([OH:28])=[O:27])[CH2:23][CH:22]1[CH2:24][CH3:25])=[O:19])=[O:11])=[O:7])([CH3:4])([CH3:3])[CH3:2].CC(C)([O-])C.[K+].Cl[C:40]1[C:49]2[C:44](=[CH:45][CH:46]=[CH:47][CH:48]=2)[CH:43]=[C:42]([O:50][CH2:51][CH3:52])[N:41]=1.Cl. Given the product [C:1]([O:5][C:6]([NH:8][CH:9]([C:29]([CH3:31])([CH3:30])[CH3:32])[C:10]([N:12]1[CH2:16][CH:15]([O:17][C:40]2[C:49]3[C:44](=[CH:45][CH:46]=[CH:47][CH:48]=3)[CH:43]=[C:42]([O:50][CH2:51][CH3:52])[N:41]=2)[CH2:14][CH:13]1[C:18]([NH:20][C:21]1([C:26]([OH:28])=[O:27])[CH2:23][CH:22]1[CH2:24][CH3:25])=[O:19])=[O:11])=[O:7])([CH3:4])([CH3:2])[CH3:3], predict the reactants needed to synthesize it. (6) Given the product [CH3:1][O:2][C:3]([C:5]1[S:9][C:8]2[CH:10]=[C:11]([Cl:14])[CH:12]=[CH:13][C:7]=2[C:6]=1[O:15][CH:26]([C:25]([O:24][CH2:22][CH3:23])=[O:29])[F:27])=[O:4], predict the reactants needed to synthesize it. The reactants are: [CH3:1][O:2][C:3]([C:5]1[S:9][C:8]2[CH:10]=[C:11]([Cl:14])[CH:12]=[CH:13][C:7]=2[C:6]=1[OH:15])=[O:4].C([O-])([O-])=O.[K+].[K+].[CH2:22]([O:24][C:25](=[O:29])[CH:26](Br)[F:27])[CH3:23]. (7) Given the product [OH:34][C:31]1([CH2:35][CH2:36][N:37]2[CH2:42][CH2:41][C@H:40]([OH:43])[C@@H:39]([CH3:44])[CH2:38]2)[CH2:32][CH2:33][CH:28]([NH:27][C:22]([C:16]2[NH:17][C:18]3[C:14]([CH:15]=2)=[C:13]([O:12][CH2:11][C:8]2[C:7]4[CH:25]=[CH:26][C:4]([O:3][CH2:1][CH3:2])=[CH:5][C:6]=4[O:10][CH:9]=2)[CH:21]=[CH:20][CH:19]=3)=[O:23])[CH2:29][CH2:30]1, predict the reactants needed to synthesize it. The reactants are: [CH2:1]([O:3][C:4]1[CH:26]=[CH:25][C:7]2[C:8]([CH2:11][O:12][C:13]3[CH:21]=[CH:20][CH:19]=[C:18]4[C:14]=3[CH:15]=[C:16]([C:22](O)=[O:23])[NH:17]4)=[CH:9][O:10][C:6]=2[CH:5]=1)[CH3:2].[NH2:27][CH:28]1[CH2:33][CH2:32][C:31]([CH2:35][CH2:36][N:37]2[CH2:42][CH2:41][C@H:40]([OH:43])[C@@H:39]([CH3:44])[CH2:38]2)([OH:34])[CH2:30][CH2:29]1. (8) Given the product [OH:8][C@H:9]1[C@@:13]2([O:16][CH2:15][CH2:14]2)[C@H:12]([N:17]2[CH:22]=[CH:21][C:20](=[O:23])[NH:19][C:18]2=[O:24])[O:11][C@@H:10]1[CH2:25][OH:26], predict the reactants needed to synthesize it. The reactants are: C([O:8][C@H:9]1[C@@:13]2([O:16][CH2:15][CH2:14]2)[C@H:12]([N:17]2[CH:22]=[CH:21][C:20](=[O:23])[NH:19][C:18]2=[O:24])[O:11][C@@H:10]1[CH2:25][O:26]CC1C=CC=CC=1)C1C=CC=CC=1.